Regression/Classification. Given a drug SMILES string, predict its absorption, distribution, metabolism, or excretion properties. Task type varies by dataset: regression for continuous measurements (e.g., permeability, clearance, half-life) or binary classification for categorical outcomes (e.g., BBB penetration, CYP inhibition). For this dataset (solubility_aqsoldb), we predict Y. From a dataset of Aqueous solubility values for 9,982 compounds from the AqSolDB database. (1) The compound is CCCCCCCS. The Y is -4.15 log mol/L. (2) The compound is CCCC(=O)NNC(=O)c1ccncc1. The Y is -0.320 log mol/L. (3) The drug is O=C(O)CO. The Y is 0.596 log mol/L. (4) The molecule is CC(=O)N(C)C. The Y is 1.06 log mol/L. (5) The drug is CCCCCC=O. The Y is -1.30 log mol/L.